From a dataset of Full USPTO retrosynthesis dataset with 1.9M reactions from patents (1976-2016). Predict the reactants needed to synthesize the given product. (1) Given the product [CH3:25][CH2:24][C@H:17]([C@H:18]([CH2:19][N:20]([CH3:22])[CH3:21])[CH3:23])[C:13]1[CH:14]=[CH:15][CH:16]=[C:11]([OH:10])[CH:12]=1.[ClH:1], predict the reactants needed to synthesize it. The reactants are: [Cl-:1].[Al+3].[Cl-].[Cl-].NC(N)=S.C[O:10][C:11]1[CH:12]=[C:13]([C@H:17]([CH2:24][CH3:25])[C@@H:18]([CH3:23])[CH2:19][N:20]([CH3:22])[CH3:21])[CH:14]=[CH:15][CH:16]=1.N. (2) Given the product [CH3:1][O:2][C:3](=[O:54])[C@@H:4]([NH:19][C:20]([C@@H:22]1[CH2:35][C:34]2[CH:33]=[C:32]3[C:27]([O:28][C@@H:29]([C:38]4[CH:39]=[CH:40][C:41]([O:44][CH2:59][C:58]5[CH:61]=[CH:62][C:63]([Cl:64])=[C:56]([Cl:55])[CH:57]=5)=[CH:42][CH:43]=4)[C:30](=[O:37])[N:31]3[CH3:36])=[CH:26][C:25]=2[CH2:24][N:23]1[C@H:45]([C:48]1[CH:49]=[CH:50][CH:51]=[CH:52][CH:53]=1)[CH2:46][CH3:47])=[O:21])[CH2:5][C:6]1[CH:11]=[CH:10][C:9]([C:12]2[CH:13]=[CH:14][C:15]([Cl:18])=[CH:16][CH:17]=2)=[CH:8][CH:7]=1, predict the reactants needed to synthesize it. The reactants are: [CH3:1][O:2][C:3](=[O:54])[C@@H:4]([NH:19][C:20]([C@@H:22]1[CH2:35][C:34]2[CH:33]=[C:32]3[C:27]([O:28][C@@H:29]([C:38]4[CH:43]=[CH:42][C:41]([OH:44])=[CH:40][CH:39]=4)[C:30](=[O:37])[N:31]3[CH3:36])=[CH:26][C:25]=2[CH2:24][N:23]1[C@H:45]([C:48]1[CH:53]=[CH:52][CH:51]=[CH:50][CH:49]=1)[CH2:46][CH3:47])=[O:21])[CH2:5][C:6]1[CH:11]=[CH:10][C:9]([C:12]2[CH:17]=[CH:16][C:15]([Cl:18])=[CH:14][CH:13]=2)=[CH:8][CH:7]=1.[Cl:55][C:56]1[CH:57]=[C:58]([CH:61]=[CH:62][C:63]=1[Cl:64])[CH2:59]Br.C(=O)([O-])[O-].[K+].[K+].C(=O)([O-])[O-].[Na+].[Na+]. (3) Given the product [Br:1][C:2]1[CH:30]=[CH:29][C:5]([NH:6][C:7]2[C:8]([C:15]([NH2:32])=[O:16])=[CH:9][N:10]([CH3:14])[C:11](=[O:13])[CH:12]=2)=[C:4]([F:31])[CH:3]=1, predict the reactants needed to synthesize it. The reactants are: [Br:1][C:2]1[CH:30]=[CH:29][C:5]([NH:6][C:7]2[C:8]([C:15](OC3C(F)=C(F)C(F)=C(F)C=3F)=[O:16])=[CH:9][N:10]([CH3:14])[C:11](=[O:13])[CH:12]=2)=[C:4]([F:31])[CH:3]=1.[NH3:32]. (4) Given the product [ClH:46].[NH2:7][C@H:8]1[CH2:9][N:10]([C:20]2[CH:21]=[N:22][C:23]([O:26][CH2:27][CH2:28][C@H:29]([CH:31]3[CH2:32][CH2:33][N:34]([C:37]4[O:41][N:40]=[C:39]([CH:42]([CH3:43])[CH3:44])[N:38]=4)[CH2:35][CH2:36]3)[CH3:30])=[N:24][CH:25]=2)[CH2:11][C@@H:12]1[N:13]1[CH2:18][CH2:17][CH2:16][CH2:15][C:14]1=[O:19], predict the reactants needed to synthesize it. The reactants are: C(OC(=O)[NH:7][C@@H:8]1[C@@H:12]([N:13]2[CH2:18][CH2:17][CH2:16][CH2:15][C:14]2=[O:19])[CH2:11][N:10]([C:20]2[CH:21]=[N:22][C:23]([O:26][CH2:27][CH2:28][C@H:29]([CH:31]3[CH2:36][CH2:35][N:34]([C:37]4[O:41][N:40]=[C:39]([CH:42]([CH3:44])[CH3:43])[N:38]=4)[CH2:33][CH2:32]3)[CH3:30])=[N:24][CH:25]=2)[CH2:9]1)(C)(C)C.[ClH:46]. (5) Given the product [ClH:54].[CH:30]1([CH2:29][NH:28][C:13]([C@H:10]2[CH2:11][CH2:12][NH:8][CH2:9]2)=[O:15])[CH2:26][CH2:31]1, predict the reactants needed to synthesize it. The reactants are: C(OC([N:8]1[CH2:12][CH2:11][C@H:10]([C:13]([OH:15])=O)[CH2:9]1)=O)(C)(C)C.F[P-](F)(F)(F)(F)F.N1(OC(N(C)C)=[N+](C)C)C2[N:28]=[CH:29][CH:30]=[CH:31][C:26]=2N=N1.NCC1CC1.C(N(CC)C(C)C)(C)C.[ClH:54]. (6) Given the product [CH3:1][O:2][C:3]1[CH:4]=[C:5]2[C:10](=[CH:11][C:12]=1[O:13][CH3:14])[N:9]=[CH:8][CH:7]=[C:6]2[O:15][C:16]1[CH:17]=[CH:18][C:19]([NH:22][CH2:23][CH2:24][O:25][C:26]2[CH:31]=[CH:30][CH:29]=[C:28]([CH3:32])[CH:27]=2)=[CH:20][CH:21]=1, predict the reactants needed to synthesize it. The reactants are: [CH3:1][O:2][C:3]1[CH:4]=[C:5]2[C:10](=[CH:11][C:12]=1[O:13][CH3:14])[N:9]=[CH:8][CH:7]=[C:6]2[O:15][C:16]1[CH:21]=[CH:20][C:19]([NH:22][C:23](=O)[CH2:24][O:25][C:26]2[CH:31]=[CH:30][CH:29]=[C:28]([CH3:32])[CH:27]=2)=[CH:18][CH:17]=1.Cl.[OH-].[Na+]. (7) Given the product [CH:4]1[C:5]2[C:10](=[CH:9][CH:8]=[CH:7][CH:6]=2)[CH:11]=[CH:12][C:3]=1[CH2:2][N:13]1[CH2:18][CH2:17][NH:16][CH2:15][CH2:14]1, predict the reactants needed to synthesize it. The reactants are: Br[CH2:2][C:3]1[CH:12]=[CH:11][C:10]2[C:5](=[CH:6][CH:7]=[CH:8][CH:9]=2)[CH:4]=1.[NH:13]1[CH2:18][CH2:17][NH:16][CH2:15][CH2:14]1. (8) Given the product [Cl:39][C:34]1[CH:35]=[CH:36][CH:37]=[CH:38][C:33]=1[N:30]1[C:25]2[N:26]([CH3:29])[C:27](=[O:28])[C:22]([C:9]3[CH:8]=[C:4]([CH:3]=[C:2]([F:1])[C:10]=3[CH3:11])[C:5]([NH2:7])=[O:6])=[CH:23][C:24]=2[CH:32]=[N:31]1, predict the reactants needed to synthesize it. The reactants are: [F:1][C:2]1[CH:3]=[C:4]([CH:8]=[C:9](B2OC(C)(C)C(C)(C)O2)[C:10]=1[CH3:11])[C:5]([NH2:7])=[O:6].Br[C:22]1[C:27](=[O:28])[N:26]([CH3:29])[C:25]2[N:30]([C:33]3[CH:38]=[CH:37][CH:36]=[CH:35][C:34]=3[Cl:39])[N:31]=[CH:32][C:24]=2[CH:23]=1.[OH-].[Na+]. (9) Given the product [N+:41](=[CH:40][C:20]([C:18]1[CH:19]=[C:12]2[CH2:11][N:10]([C:8]([O:7][CH2:6][C:5]3[CH:23]=[C:24]([C:26]([F:27])([F:28])[F:29])[CH:25]=[C:3]([C:2]([F:1])([F:30])[F:31])[CH:4]=3)=[O:9])[CH2:16][CH2:15][CH2:14][N:13]2[N:17]=1)=[O:21])=[N-:42], predict the reactants needed to synthesize it. The reactants are: [F:1][C:2]([F:31])([F:30])[C:3]1[CH:4]=[C:5]([CH:23]=[C:24]([C:26]([F:29])([F:28])[F:27])[CH:25]=1)[CH2:6][O:7][C:8]([N:10]1[CH2:16][CH2:15][CH2:14][N:13]2[N:17]=[C:18]([C:20](O)=[O:21])[CH:19]=[C:12]2[CH2:11]1)=[O:9].O=S(Cl)Cl.C[Si]([CH:40]=[N+:41]=[N-:42])(C)C.C1COCC1.